This data is from Full USPTO retrosynthesis dataset with 1.9M reactions from patents (1976-2016). The task is: Predict the reactants needed to synthesize the given product. Given the product [OH:10]/[N:9]=[C:8](\[Cl:15])/[C:7]1[CH:11]=[CH:12][C:4]([O:3][C:2]([F:13])([F:14])[F:1])=[CH:5][CH:6]=1, predict the reactants needed to synthesize it. The reactants are: [F:1][C:2]([F:14])([F:13])[O:3][C:4]1[CH:12]=[CH:11][C:7]([CH:8]=[N:9][OH:10])=[CH:6][CH:5]=1.[Cl:15]N1C(=O)CCC1=O.